Dataset: Reaction yield outcomes from USPTO patents with 853,638 reactions. Task: Predict the reaction yield, written as a fraction of the theoretical maximum amount of product (1.0 means a 100% yield; for example, 0.34 means a 34% yield). (1) The reactants are [Br:1]N1C(=O)CCC1=O.[Br:9][C:10]1[CH:11]=[C:12]([O:17][C:18]2[C:23]([F:24])=[C:22]([CH3:25])[CH:21]=[CH:20][C:19]=2[Cl:26])[CH:13]=[C:14]([Cl:16])[CH:15]=1. The catalyst is C(Cl)(Cl)(Cl)Cl. The product is [Br:9][C:10]1[CH:11]=[C:12]([O:17][C:18]2[C:23]([F:24])=[C:22]([CH2:25][Br:1])[CH:21]=[CH:20][C:19]=2[Cl:26])[CH:13]=[C:14]([Cl:16])[CH:15]=1. The yield is 0.600. (2) The reactants are [N+:1]([C:4]1[CH:5]=[N:6][CH:7]=[CH:8][C:9]=1[NH2:10])([O-:3])=[O:2].CC([O-])=O.[Na+].[Br:16]Br.C([O-])(O)=O.[Na+]. The catalyst is O.C(O)(=O)C. The product is [Br:16][C:8]1[CH:7]=[N:6][CH:5]=[C:4]([N+:1]([O-:3])=[O:2])[C:9]=1[NH2:10]. The yield is 0.770.